From a dataset of Catalyst prediction with 721,799 reactions and 888 catalyst types from USPTO. Predict which catalyst facilitates the given reaction. (1) Reactant: C(O[C:6](=O)[N:7]([CH2:9][CH2:10][N:11]1[CH2:16][CH2:15][N:14]([C:17]2[C:22]([C:23]3[CH:28]=[CH:27][C:26]([F:29])=[CH:25][CH:24]=3)=[N:21][CH:20]=[CH:19][N:18]=2)[CH2:13][CH2:12]1)C)(C)(C)C.FC(F)(F)C(O)=O. Product: [F:29][C:26]1[CH:27]=[CH:28][C:23]([C:22]2[C:17]([N:14]3[CH2:13][CH2:12][N:11]([CH2:10][CH2:9][NH:7][CH3:6])[CH2:16][CH2:15]3)=[N:18][CH:19]=[CH:20][N:21]=2)=[CH:24][CH:25]=1. The catalyst class is: 4. (2) Reactant: Br[C:2]1[CH:14]=[CH:13][C:5]2[C:6](=[O:12])[N:7]([CH3:11])[CH2:8][CH2:9][CH2:10][C:4]=2[CH:3]=1.[NH2:15][C:16]([O:18][C:19]([CH3:22])([CH3:21])[CH3:20])=[O:17].CC1(C)C2C(=C(P(C3C=CC=CC=3)C3C=CC=CC=3)C=CC=2)OC2C(P(C3C=CC=CC=3)C3C=CC=CC=3)=CC=CC1=2.C([O-])([O-])=O.[Cs+].[Cs+]. Product: [CH3:11][N:7]1[CH2:8][CH2:9][CH2:10][C:4]2[CH:3]=[C:2]([NH:15][C:16](=[O:17])[O:18][C:19]([CH3:22])([CH3:21])[CH3:20])[CH:14]=[CH:13][C:5]=2[C:6]1=[O:12]. The catalyst class is: 62. (3) Reactant: [Br:1][C:2]1[CH:38]=[CH:37][C:36]([F:39])=[CH:35][C:3]=1[O:4][CH:5]1[CH2:10][CH2:9][N:8]([C:11]2[S:15][C:14]([C:16]3[N:20]=[C:19]([CH2:21][C@@H:22]([C:30]([O:32]CC)=[O:31])[NH:23]C(=O)C(F)(F)F)[O:18][N:17]=3)=[N:13][N:12]=2)[CH2:7][CH2:6]1.[OH-].[Na+].Cl. Product: [Br:1][C:2]1[CH:38]=[CH:37][C:36]([F:39])=[CH:35][C:3]=1[O:4][CH:5]1[CH2:10][CH2:9][N:8]([C:11]2[S:15][C:14]([C:16]3[N:20]=[C:19]([CH2:21][C@@H:22]([C:30]([OH:32])=[O:31])[NH2:23])[O:18][N:17]=3)=[N:13][N:12]=2)[CH2:7][CH2:6]1. The catalyst class is: 88. (4) Reactant: [CH2:1]([N:8]([CH2:16][CH:17]1[CH2:22][CH2:21][N:20]([CH2:23][C:24]2([C:28]([F:31])([F:30])[F:29])[CH2:27][CH2:26][CH2:25]2)[CH2:19][CH2:18]1)[C:9]1[CH:14]=[CH:13][C:12](Br)=[CH:11][CH:10]=1)[C:2]1[CH:7]=[CH:6][CH:5]=[CH:4][CH:3]=1.[CH3:32][O:33][C:34]([C:36]1[CH:41]=[CH:40][C:39](B(O)O)=[CH:38][CH:37]=1)=[O:35].C([O-])([O-])=O.[Cs+].[Cs+].O1CCOCC1. Product: [CH2:1]([N:8]([CH2:16][CH:17]1[CH2:22][CH2:21][N:20]([CH2:23][C:24]2([C:28]([F:31])([F:30])[F:29])[CH2:27][CH2:26][CH2:25]2)[CH2:19][CH2:18]1)[C:9]1[CH:14]=[CH:13][C:12]([C:39]2[CH:40]=[CH:41][C:36]([C:34]([O:33][CH3:32])=[O:35])=[CH:37][CH:38]=2)=[CH:11][CH:10]=1)[C:2]1[CH:7]=[CH:6][CH:5]=[CH:4][CH:3]=1. The catalyst class is: 6. (5) Reactant: [NH2:1][C:2]1[CH:7]=[C:6]([CH3:8])[CH:5]=[C:4]([CH3:9])[C:3]=1[OH:10].C(OCC)(=O)C.C(=O)([O-])O.[Na+].[Br:22][CH:23]([CH2:27][CH2:28][CH3:29])[C:24](Cl)=[O:25]. Product: [Br:22][CH:23]([CH2:27][CH2:28][CH3:29])[C:24]([NH:1][C:2]1[CH:7]=[C:6]([CH3:8])[CH:5]=[C:4]([CH3:9])[C:3]=1[OH:10])=[O:25]. The catalyst class is: 6. (6) Reactant: O=P(Cl)(Cl)[Cl:3].[CH3:6][N:7]1[C:11](O)=[CH:10][C:9]([C:13]2[CH:18]=[CH:17][CH:16]=[CH:15][N:14]=2)=[N:8]1.[C:19]([O-:22])([O-])=O.[Na+].[Na+]. Product: [Cl:3][C:11]1[N:7]([CH3:6])[N:8]=[C:9]([C:13]2[CH:18]=[CH:17][CH:16]=[CH:15][N:14]=2)[C:10]=1[CH:19]=[O:22]. The catalyst class is: 3. (7) Reactant: [C:1]([CH2:3][C:4]([NH:6][C:7]1[CH:12]=[CH:11][CH:10]=[CH:9][CH:8]=1)=[O:5])#[N:2].C([Sn]([N:26]=[N+:27]=[N-:28])(CCCC)CCCC)CCC.Cl. Product: [NH:26]1[C:1]([CH2:3][C:4]([NH:6][C:7]2[CH:12]=[CH:11][CH:10]=[CH:9][CH:8]=2)=[O:5])=[N:2][N:28]=[N:27]1. The catalyst class is: 691.